From a dataset of Forward reaction prediction with 1.9M reactions from USPTO patents (1976-2016). Predict the product of the given reaction. (1) Given the reactants Cl[C:2]1[N:7]=[C:6]([C:8]2[C:9]([C:17]3[CH:18]=[C:19]([NH:23][C:24](=[O:33])[C:25]4[C:30]([F:31])=[CH:29][CH:28]=[CH:27][C:26]=4[F:32])[CH:20]=[CH:21][CH:22]=3)=[N:10][N:11]3[CH:16]=[CH:15][CH:14]=[CH:13][C:12]=23)[CH:5]=[CH:4][N:3]=1.[NH2:34][C:35]1[CH:36]=[C:37]2[C:41](=[CH:42][CH:43]=1)[CH2:40][CH:39]([NH:44][C:45](=O)C(F)(F)F)[CH2:38]2.Cl.[CH:52](O)(C)C, predict the reaction product. The product is: [CH3:52][N:44]([CH3:45])[CH:39]1[CH2:38][C:37]2[C:41](=[CH:42][CH:43]=[C:35]([NH:34][C:2]3[N:7]=[C:6]([C:8]4[C:9]([C:17]5[CH:18]=[C:19]([NH:23][C:24](=[O:33])[C:25]6[C:30]([F:31])=[CH:29][CH:28]=[CH:27][C:26]=6[F:32])[CH:20]=[CH:21][CH:22]=5)=[N:10][N:11]5[CH:16]=[CH:15][CH:14]=[CH:13][C:12]=45)[CH:5]=[CH:4][N:3]=3)[CH:36]=2)[CH2:40]1. (2) Given the reactants [Cl:1][C:2]1[CH:7]=[CH:6][C:5]([C:8]2[CH:13]=[CH:12][N:11]3[C:14](=[O:17])[NH:15][N:16]=[C:10]3[C:9]=2[C:18]2[CH:23]=[CH:22][C:21]([Cl:24])=[CH:20][CH:19]=2)=[CH:4][CH:3]=1.C([O-])([O-])=O.[K+].[K+].Br[CH2:32][CH2:33][CH2:34][C:35]([F:38])([F:37])[F:36], predict the reaction product. The product is: [Cl:1][C:2]1[CH:7]=[CH:6][C:5]([C:8]2[CH:13]=[CH:12][N:11]3[C:14](=[O:17])[N:15]([CH2:32][CH2:33][CH2:34][C:35]([F:38])([F:37])[F:36])[N:16]=[C:10]3[C:9]=2[C:18]2[CH:19]=[CH:20][C:21]([Cl:24])=[CH:22][CH:23]=2)=[CH:4][CH:3]=1. (3) The product is: [Cl:1][C:2]1[CH:3]=[C:4]2[C:10]([C:11]3[N:16]=[C:15]([NH:17][C@H:18]4[CH2:23][CH2:22][CH2:21][CH2:20][C@@H:19]4[NH:24][CH3:25])[C:14]([F:29])=[CH:13][N:12]=3)=[CH:9][NH:8][C:5]2=[N:6][CH:7]=1. Given the reactants [Cl:1][C:2]1[CH:3]=[C:4]2[C:10]([C:11]3[N:16]=[C:15]([NH:17][C@H:18]4[CH2:23][CH2:22][CH2:21][CH2:20][C@@H:19]4[NH:24][C:25](=O)OC)[C:14]([F:29])=[CH:13][N:12]=3)=[CH:9][N:8](S(C3C=CC(C)=CC=3)(=O)=O)[C:5]2=[N:6][CH:7]=1.[H-].[H-].[H-].[H-].[Li+].[Al+3], predict the reaction product. (4) Given the reactants [CH:1](=O)[CH2:2][CH2:3][CH2:4][CH:5]=[O:6].Cl.[CH2:9]([NH2:16])[C:10]1[CH:15]=[CH:14][CH:13]=[CH:12][CH:11]=1.[CH2:17]([C:24](O)=O)[C:18](CC(O)=O)=O.C([O-])(=O)C.[Na+], predict the reaction product. The product is: [CH2:9]([N:16]1[CH:3]2[CH2:2][CH2:1][CH2:24][CH:17]1[CH2:18][C:5](=[O:6])[CH2:4]2)[C:10]1[CH:15]=[CH:14][CH:13]=[CH:12][CH:11]=1.